This data is from Experimentally validated miRNA-target interactions with 360,000+ pairs, plus equal number of negative samples. The task is: Binary Classification. Given a miRNA mature sequence and a target amino acid sequence, predict their likelihood of interaction. The miRNA is mmu-miR-673-5p with sequence CUCACAGCUCUGGUCCUUGGAG. Result: 0 (no interaction). The protein sequence of the target gene is MENPRCPRRPLAEKKARSLDRPQAPGKGSESWDCHWLSLPTAPSRKALHWTTSDWARHSDSPAPSAEAHCTTAAAPTPEETGDFLPSEQRPSQDTKKGWLKTMLNFFVRTGPEEPREKASRRPRGKEGISQHPEPLEAAGEPALRKKAHHDKKPSRKKQGHKKHAAEVTKAAQDQEARGREEGLSKAAAALRSGEADLGPARRGGEDSDHQSFLIKVDGTGALDVSPHATGHQQEEELKKPDQDAIIQMIVELLKRVGDQWEEEQSLASQLGVALPNPAPAVRKKSQEKKTSLKRTSKTN....